This data is from Peptide-MHC class I binding affinity with 185,985 pairs from IEDB/IMGT. The task is: Regression. Given a peptide amino acid sequence and an MHC pseudo amino acid sequence, predict their binding affinity value. This is MHC class I binding data. (1) The peptide sequence is ERNEQGQTL. The MHC is HLA-A30:01 with pseudo-sequence HLA-A30:01. The binding affinity (normalized) is 0.0847. (2) The peptide sequence is TPGPGIRYPL. The MHC is HLA-B40:01 with pseudo-sequence HLA-B40:01. The binding affinity (normalized) is 0. (3) The peptide sequence is IPRRIRQGL. The MHC is HLA-A02:01 with pseudo-sequence HLA-A02:01. The binding affinity (normalized) is 0. (4) The peptide sequence is RENQVAVVR. The MHC is HLA-A02:01 with pseudo-sequence HLA-A02:01. The binding affinity (normalized) is 0.0847. (5) The peptide sequence is AEFKSRFFVW. The MHC is HLA-B40:02 with pseudo-sequence HLA-B40:02. The binding affinity (normalized) is 0.687. (6) The peptide sequence is ISIRPRVTK. The MHC is H-2-Dd with pseudo-sequence H-2-Dd. The binding affinity (normalized) is 0. (7) The peptide sequence is YMMGIEYGLS. The MHC is Mamu-B17 with pseudo-sequence Mamu-B17. The binding affinity (normalized) is 0.0211.